Predict which catalyst facilitates the given reaction. From a dataset of Catalyst prediction with 721,799 reactions and 888 catalyst types from USPTO. (1) Reactant: [C:1]([C:3]1[CH:4]=[CH:5][C:6]([NH:9][S:10]([C:13]2[CH:18]=[CH:17][C:16]([O:19][CH2:20][C:21]3[C:22]([CH3:27])=[N:23][O:24][C:25]=3[CH3:26])=[CH:15][CH:14]=2)(=[O:12])=[O:11])=[N:7][CH:8]=1)#N.[CH3:28][C:29](N=C(N(C)C)N(C)C)([CH3:31])[CH3:30].BrCC(C)C. Product: [CH3:27][C:22]1[C:21]([CH2:20][O:19][C:16]2[CH:17]=[CH:18][C:13]([S:10]([N:9]([CH2:28][CH:29]([CH3:31])[CH3:30])[C:6]3[CH:5]=[CH:4][C:3]([CH3:1])=[CH:8][N:7]=3)(=[O:12])=[O:11])=[CH:14][CH:15]=2)=[C:25]([CH3:26])[O:24][N:23]=1. The catalyst class is: 382. (2) Reactant: Cl[C:2]1[N:7]=[C:6]([CH3:8])[N:5]2[C:9](=[O:23])[N:10]([CH2:12][C:13]3[CH:14]=[N:15][C:16]([C:19]([F:22])([F:21])[F:20])=[CH:17][CH:18]=3)[N:11]=[C:4]2[CH:3]=1.[Cl:24][C:25]1[CH:30]=[CH:29][C:28](B(O)O)=[CH:27][CH:26]=1.C([O-])([O-])=O.[Na+].[Na+].O. Product: [Cl:24][C:25]1[CH:30]=[CH:29][C:28]([C:2]2[N:7]=[C:6]([CH3:8])[N:5]3[C:9](=[O:23])[N:10]([CH2:12][C:13]4[CH:14]=[N:15][C:16]([C:19]([F:20])([F:21])[F:22])=[CH:17][CH:18]=4)[N:11]=[C:4]3[CH:3]=2)=[CH:27][CH:26]=1. The catalyst class is: 109. (3) Reactant: Cl[C:2]1[N:7]=[C:6](Cl)[C:5]([F:9])=[CH:4][N:3]=1.[C:10]([O:14][C:15]([NH:17][C:18]1[CH:19]=[C:20]([CH:22]=[CH:23][CH:24]=1)[NH2:21])=[O:16])([CH3:13])([CH3:12])[CH3:11]. Product: [C:10]([O:14][C:15]([NH:17][C:18]1[CH:19]=[C:20]([NH:21][C:2]2[N:7]=[C:6]([NH:21][C:20]3[CH:22]=[CH:23][CH:24]=[C:18]([NH:17][C:15]([O:14][C:10]([CH3:13])([CH3:12])[CH3:11])=[O:16])[CH:19]=3)[C:5]([F:9])=[CH:4][N:3]=2)[CH:22]=[CH:23][CH:24]=1)=[O:16])([CH3:13])([CH3:11])[CH3:12]. The catalyst class is: 24. (4) Reactant: C[O:2][C:3](=[O:39])[CH2:4][O:5][C:6]1[CH:15]=[CH:14][C:13]([F:16])=[C:12]2[C:7]=1[C:8]([O:35][CH:36]([F:38])[F:37])=[C:9]([CH2:19][C:20]1[CH:25]=[CH:24][C:23]([S:26]([N:29]3[CH2:34][CH2:33][O:32][CH2:31][CH2:30]3)(=[O:28])=[O:27])=[CH:22][CH:21]=1)[C:10]([CH2:17][CH3:18])=[N:11]2.[OH-].[Li+]. Product: [F:38][CH:36]([F:37])[O:35][C:8]1[C:7]2[C:12](=[C:13]([F:16])[CH:14]=[CH:15][C:6]=2[O:5][CH2:4][C:3]([OH:39])=[O:2])[N:11]=[C:10]([CH2:17][CH3:18])[C:9]=1[CH2:19][C:20]1[CH:21]=[CH:22][C:23]([S:26]([N:29]2[CH2:30][CH2:31][O:32][CH2:33][CH2:34]2)(=[O:27])=[O:28])=[CH:24][CH:25]=1. The catalyst class is: 7. (5) Reactant: C[Si]([C:5]#[N:6])(C)C.[OH:7][C:8]1[CH:14]=[CH:13][C:11]([NH2:12])=[CH:10][CH:9]=1.[C:15]1(=O)[CH2:18][CH2:17][CH2:16]1.ClCCl. Product: [OH:7][C:8]1[CH:14]=[CH:13][C:11]([NH:12][C:15]2([C:5]#[N:6])[CH2:18][CH2:17][CH2:16]2)=[CH:10][CH:9]=1. The catalyst class is: 21. (6) Reactant: [CH2:1]([N:3]([CH2:6][CH3:7])[CH2:4][CH3:5])[CH3:2].[C:8](=[O:13])([O:11]C)[O:9]C. Product: [C:8](=[O:9])([O-:13])[O-:11].[CH3:8][N+:3]([CH2:6][CH3:7])([CH2:4][CH3:5])[CH2:1][CH3:2].[CH3:8][N+:3]([CH2:6][CH3:7])([CH2:4][CH3:5])[CH2:1][CH3:2]. The catalyst class is: 5. (7) Reactant: [C:1]1([CH:7]([C:13]2[CH:18]=[CH:17][C:16]([N+:19]([O-])=O)=[C:15]([F:22])[CH:14]=2)[C:8]([O:10][CH2:11][CH3:12])=[O:9])[CH:6]=[CH:5][CH:4]=[CH:3][CH:2]=1.CCO. Product: [NH2:19][C:16]1[CH:17]=[CH:18][C:13]([CH:7]([C:1]2[CH:2]=[CH:3][CH:4]=[CH:5][CH:6]=2)[C:8]([O:10][CH2:11][CH3:12])=[O:9])=[CH:14][C:15]=1[F:22]. The catalyst class is: 25. (8) Product: [N:1]1([CH2:8][C:9]2[CH:10]=[CH:11][C:12]([C:13]([NH:15][C:16]3[CH:21]=[CH:20][C:19]([O:22][C:23](=[O:32])[N:24]([CH3:31])[C:25]4[CH:30]=[CH:29][CH:28]=[CH:27][CH:26]=4)=[CH:18][CH:17]=3)=[O:14])=[CH:33][CH:34]=2)[CH2:6][CH2:5][CH2:4][CH2:3][CH2:2]1. Reactant: [NH:1]1[CH2:6][CH2:5][CH2:4][CH2:3][CH2:2]1.Cl[CH2:8][C:9]1[CH:34]=[CH:33][C:12]([C:13]([NH:15][C:16]2[CH:21]=[CH:20][C:19]([O:22][C:23](=[O:32])[N:24]([CH3:31])[C:25]3[CH:30]=[CH:29][CH:28]=[CH:27][CH:26]=3)=[CH:18][CH:17]=2)=[O:14])=[CH:11][CH:10]=1.O. The catalyst class is: 9. (9) Reactant: [Cl:1][C:2]1[CH:19]=[CH:18][C:5]([CH2:6][N:7]2[C:12]([S:13][CH2:14][CH3:15])=[N:11][C:10](=[O:16])[NH:9][C:8]2=[O:17])=[CH:4][CH:3]=1.CN(C=O)C.C(=O)([O-])[O-].[K+].[K+].ClC[C:33]1[O:34][CH:35]=[C:36]([C:38]([O:40][CH3:41])=[O:39])[N:37]=1. Product: [Cl:1][C:2]1[CH:3]=[CH:4][C:5]([CH2:6][N:7]2[CH:12]([S:13][CH2:14][CH3:15])[NH:11][C:10](=[O:16])[N:9]([C:33]3[O:34][CH:35]=[C:36]([C:38]([O:40][CH3:41])=[O:39])[N:37]=3)[C:8]2=[O:17])=[CH:18][CH:19]=1. The catalyst class is: 6.